From a dataset of Full USPTO retrosynthesis dataset with 1.9M reactions from patents (1976-2016). Predict the reactants needed to synthesize the given product. (1) Given the product [CH3:1][C:2]1[N:7]2[CH:8]=[C:9]([C:11]([OH:13])=[O:12])[N:10]=[C:6]2[CH:5]=[C:4]([CH3:16])[N:3]=1, predict the reactants needed to synthesize it. The reactants are: [CH3:1][C:2]1[N:7]2[CH:8]=[C:9]([C:11]([O:13]CC)=[O:12])[N:10]=[C:6]2[CH:5]=[C:4]([CH3:16])[N:3]=1.[OH-].[Na+]. (2) Given the product [CH:83]([N:86]1[CH2:87][CH2:88][N:89]([CH2:92][C:93]2[CH:98]=[CH:97][C:96]([C:37]3[CH:38]=[C:39]([C:43]4[CH:48]=[C:47]([C:49]([NH2:52])([CH3:51])[CH3:50])[N:46]=[C:45]([C:53]5[CH:58]=[CH:57][CH:56]=[CH:55][N:54]=5)[CH:44]=4)[CH:40]=[N:41][CH:42]=3)=[CH:95][CH:94]=2)[CH2:90][CH2:91]1)([CH3:85])[CH3:84], predict the reactants needed to synthesize it. The reactants are: CNC1N=C(C2C=CC=CN=2)C=C(C2C=NC=C(C3C=CC(C(N4CCN(C)CC4)=O)=CC=3)C=2)C=1.Br[C:37]1[CH:38]=[C:39]([C:43]2[CH:48]=[C:47]([C:49]([NH2:52])([CH3:51])[CH3:50])[N:46]=[C:45]([C:53]3[CH:58]=[CH:57][CH:56]=[CH:55][N:54]=3)[CH:44]=2)[CH:40]=[N:41][CH:42]=1.CN1CCN(C(C2C=CC(B3OC(C)(C)C(C)(C)O3)=CC=2)=O)CC1.[CH:83]([N:86]1[CH2:91][CH2:90][N:89]([CH2:92][C:93]2[CH:98]=[CH:97][C:96](B(O)O)=[CH:95][CH:94]=2)[CH2:88][CH2:87]1)([CH3:85])[CH3:84].